Dataset: Reaction yield outcomes from USPTO patents with 853,638 reactions. Task: Predict the reaction yield, written as a fraction of the theoretical maximum amount of product (1.0 means a 100% yield; for example, 0.34 means a 34% yield). The reactants are O1CCCCC1[N:7]1[C:15]2[C:10](=[CH:11][C:12]([C:16]3[N:20]=[CH:19][N:18](C(C4C=CC=CC=4)(C4C=CC=CC=4)C4C=CC=CC=4)[N:17]=3)=[CH:13][CH:14]=2)[C:9]([C:40]2[CH:41]=[C:42]([NH:46][C:47](=[O:57])[CH:48]([O:50][C:51]3[CH:56]=[CH:55][CH:54]=[CH:53][CH:52]=3)[CH3:49])[CH:43]=[CH:44][CH:45]=2)=[N:8]1. The catalyst is Cl.O1CCOCC1. The product is [NH:18]1[CH:19]=[N:20][C:16]([C:12]2[CH:11]=[C:10]3[C:15](=[CH:14][CH:13]=2)[NH:7][N:8]=[C:9]3[C:40]2[CH:41]=[C:42]([NH:46][C:47](=[O:57])[CH:48]([O:50][C:51]3[CH:52]=[CH:53][CH:54]=[CH:55][CH:56]=3)[CH3:49])[CH:43]=[CH:44][CH:45]=2)=[N:17]1. The yield is 0.590.